Dataset: Catalyst prediction with 721,799 reactions and 888 catalyst types from USPTO. Task: Predict which catalyst facilitates the given reaction. (1) Reactant: [C:1]([O:5][C:6](=[O:39])[C@@H:7]([NH:13][C:14]([NH:16][C@@H:17]([CH2:25][CH2:26][CH2:27][CH2:28][NH:29][C:30](=[O:38])[C:31]1[CH:36]=[CH:35][CH:34]=[C:33]([I:37])[CH:32]=1)[C:18]([O:20][C:21]([CH3:24])([CH3:23])[CH3:22])=[O:19])=[O:15])[CH2:8][CH2:9][C:10]([OH:12])=O)([CH3:4])([CH3:3])[CH3:2].[S:40]([NH2:50])(=[O:49])([C:42]1[CH:47]=[CH:46][C:45]([NH2:48])=[CH:44][CH:43]=1)=[O:41].CN(C(ON1N=NC2C=CC=NC1=2)=[N+](C)C)C.F[P-](F)(F)(F)(F)F.CCN(C(C)C)C(C)C. Product: [C:1]([O:5][C:6](=[O:39])[C@@H:7]([NH:13][C:14](=[O:15])[NH:16][C@@H:17]([CH2:25][CH2:26][CH2:27][CH2:28][NH:29][C:30](=[O:38])[C:31]1[CH:36]=[CH:35][CH:34]=[C:33]([I:37])[CH:32]=1)[C:18]([O:20][C:21]([CH3:22])([CH3:24])[CH3:23])=[O:19])[CH2:8][CH2:9][C:10](=[O:12])[NH:48][C:45]1[CH:46]=[CH:47][C:42]([S:40](=[O:49])(=[O:41])[NH2:50])=[CH:43][CH:44]=1)([CH3:3])([CH3:4])[CH3:2]. The catalyst class is: 3. (2) Reactant: [CH:1]1([CH2:7][OH:8])[CH2:6][CH2:5][CH2:4][CH2:3][CH2:2]1.C1N2CCN(CC2)C1.[C:17]([O:21][C:22]([CH3:25])([CH3:24])[CH3:23])(=[O:20])[C:18]#[CH:19]. Product: [CH:1]1([CH2:7][O:8][CH:19]=[CH:18][C:17]([O:21][C:22]([CH3:25])([CH3:24])[CH3:23])=[O:20])[CH2:6][CH2:5][CH2:4][CH2:3][CH2:2]1. The catalyst class is: 1. (3) Reactant: [OH:1][C@H:2]1[C@:7]([OH:14])([C:8]2[CH:13]=[CH:12][CH:11]=[CH:10][CH:9]=2)[CH2:6][CH2:5][N:4]([C:15]([O:17][C:18]([CH3:21])([CH3:20])[CH3:19])=[O:16])[CH2:3]1.[H-].[Na+].Br[CH2:25]Br. Product: [C:8]1([C@@:7]23[O:14][CH2:25][O:1][C@@H:2]2[CH2:3][N:4]([C:15]([O:17][C:18]([CH3:21])([CH3:20])[CH3:19])=[O:16])[CH2:5][CH2:6]3)[CH:13]=[CH:12][CH:11]=[CH:10][CH:9]=1. The catalyst class is: 3. (4) Reactant: [CH2:1]([N:3]1[CH2:8][CH2:7][N:6]([C:9]([C:11]2[CH:16]=[CH:15][C:14]([C:17]([F:20])([F:19])[F:18])=[CH:13][C:12]=2[N+:21]([O-])=O)=[O:10])[CH2:5][CH2:4]1)[CH3:2].O.O.Cl[Sn]Cl. Product: [NH2:21][C:12]1[CH:13]=[C:14]([C:17]([F:18])([F:19])[F:20])[CH:15]=[CH:16][C:11]=1[C:9]([N:6]1[CH2:7][CH2:8][N:3]([CH2:1][CH3:2])[CH2:4][CH2:5]1)=[O:10]. The catalyst class is: 91. (5) Reactant: [F:1][C:2]1[C:7]([CH:8]=[O:9])=[C:6]([F:10])[CH:5]=[CH:4][C:3]=1[NH:11][S:12]([CH2:15][CH2:16][CH3:17])(=[O:14])=[O:13].[CH:18]1([O:23][C:24]2[CH:25]=[C:26]3[CH:32]=[CH:31][NH:30][C:27]3=[N:28][CH:29]=2)[CH2:22][CH2:21][CH2:20][CH2:19]1.[OH-].[K+].O. Product: [CH:18]1([O:23][C:24]2[CH:25]=[C:26]3[C:32]([CH:8]([OH:9])[C:7]4[C:2]([F:1])=[C:3]([NH:11][S:12]([CH2:15][CH2:16][CH3:17])(=[O:14])=[O:13])[CH:4]=[CH:5][C:6]=4[F:10])=[CH:31][NH:30][C:27]3=[N:28][CH:29]=2)[CH2:19][CH2:20][CH2:21][CH2:22]1. The catalyst class is: 5. (6) Reactant: C(N(CC)CC)C.Cl[C:9]1[C:18]2[C:13](=[CH:14][CH:15]=[CH:16][CH:17]=2)[N:12]=[CH:11][C:10]=1[N+:19]([O-:21])=[O:20].[NH2:22][CH:23]([CH3:30])[CH2:24][C:25]([O:27][CH2:28][CH3:29])=[O:26].O. Product: [N+:19]([C:10]1[CH:11]=[N:12][C:13]2[C:18]([C:9]=1[NH:22][CH:23]([CH3:30])[CH2:24][C:25]([O:27][CH2:28][CH3:29])=[O:26])=[CH:17][CH:16]=[CH:15][CH:14]=2)([O-:21])=[O:20]. The catalyst class is: 3.